From a dataset of Catalyst prediction with 721,799 reactions and 888 catalyst types from USPTO. Predict which catalyst facilitates the given reaction. Reactant: [Li+].C[Si]([N-][Si](C)(C)C)(C)C.[CH3:11][N:12]1[C:16]([C:17]2=[CH:18][C:19](=[O:24])[CH2:20][CH2:21][CH2:22][CH2:23]2)=[C:15]([N+:25]([O-:27])=[O:26])[CH:14]=[N:13]1.[C:28]1([Se:34]Br)[CH:33]=[CH:32][CH:31]=[CH:30][CH:29]=1. Product: [CH3:11][N:12]1[C:16]([C:17]2=[CH:18][C:19](=[O:24])[CH:20]([Se:34][C:28]3[CH:33]=[CH:32][CH:31]=[CH:30][CH:29]=3)[CH2:21][CH2:22][CH2:23]2)=[C:15]([N+:25]([O-:27])=[O:26])[CH:14]=[N:13]1. The catalyst class is: 1.